This data is from Catalyst prediction with 721,799 reactions and 888 catalyst types from USPTO. The task is: Predict which catalyst facilitates the given reaction. (1) Reactant: C(N1CCCN([C:11]([C:13]2[CH:20]=[CH:19][C:16]([CH:17]=[O:18])=[CH:15][CH:14]=2)=[O:12])CC1)(C)C.C(C1C=CC(C=O)=CC=1)(O)=O.O=S(Cl)[Cl:34].CN(C=O)C.[OH-].[Na+].Cl. Product: [CH:17]([C:16]1[CH:19]=[CH:20][C:13]([C:11]([Cl:34])=[O:12])=[CH:14][CH:15]=1)=[O:18]. The catalyst class is: 11. (2) Reactant: C([O:5][C:6](=[O:22])[C:7]1[CH:12]=[C:11]([C:13]([F:16])([F:15])[F:14])[CH:10]=[C:9]([O:17][CH2:18][CH2:19][CH:20]=[CH2:21])[CH:8]=1)CC=C.[OH-].[Na+].Cl. Product: [CH2:18]([O:17][C:9]1[CH:8]=[C:7]([CH:12]=[C:11]([C:13]([F:14])([F:15])[F:16])[CH:10]=1)[C:6]([OH:22])=[O:5])[CH2:19][CH:20]=[CH2:21]. The catalyst class is: 5. (3) Reactant: [O:1]=[CH:2][C@H:3]([C@@H:5]([C@@H:7]([CH2:9][OH:10])[OH:8])[OH:6])[OH:4].N1C=CN=C1.[C:16]([Si:20]([C:28]1[CH:33]=[CH:32][CH:31]=[CH:30][CH:29]=1)([C:22]1[CH:27]=[CH:26][CH:25]=[CH:24][CH:23]=1)Cl)([CH3:19])([CH3:18])[CH3:17]. Product: [Si:20]([O:1][CH2:2][C@H:3]1[O:4][CH:9]([OH:10])[C@@H:7]([OH:8])[C@@H:5]1[OH:6])([C:16]([CH3:19])([CH3:18])[CH3:17])([C:28]1[CH:29]=[CH:30][CH:31]=[CH:32][CH:33]=1)[C:22]1[CH:27]=[CH:26][CH:25]=[CH:24][CH:23]=1. The catalyst class is: 9. (4) Reactant: [C:1]([O:5][C:6]([NH:8][C:9]1[S:10][CH:11]=[C:12](/[C:14](=[N:31]/[O:32][C:33]2([C:36]([O:38][CH:39]([C:46]3[CH:51]=[CH:50][CH:49]=[CH:48][CH:47]=3)[C:40]3[CH:45]=[CH:44][CH:43]=[CH:42][CH:41]=3)=[O:37])[CH2:35][CH2:34]2)/[C:15]([NH:17][C@@H:18]2[C:21](=[O:22])[NH:20][C@@H:19]2[CH2:23][N:24]2[N:28]=[C:27]([CH:29]=O)[CH:26]=[N:25]2)=[O:16])[N:13]=1)=[O:7])([CH3:4])([CH3:3])[CH3:2].[C:52]([O:56][C:57](=[O:63])[NH:58][CH2:59][CH2:60][CH2:61][NH2:62])([CH3:55])([CH3:54])[CH3:53].[Na]. Product: [C:52]([O:56][C:57]([NH:58][CH2:59][CH2:60][CH2:61][NH:62][CH2:29][C:27]1[CH:26]=[N:25][N:24]([CH2:23][C@@H:19]2[C@H:18]([NH:17][C:15](=[O:16])/[C:14](=[N:31]\[O:32][C:33]3([C:36]([O:38][CH:39]([C:46]4[CH:47]=[CH:48][CH:49]=[CH:50][CH:51]=4)[C:40]4[CH:45]=[CH:44][CH:43]=[CH:42][CH:41]=4)=[O:37])[CH2:34][CH2:35]3)/[C:12]3[N:13]=[C:9]([NH:8][C:6]([O:5][C:1]([CH3:4])([CH3:2])[CH3:3])=[O:7])[S:10][CH:11]=3)[C:21](=[O:22])[NH:20]2)[N:28]=1)=[O:63])([CH3:55])([CH3:53])[CH3:54]. The catalyst class is: 279. (5) Reactant: [Si:1]([O:8][CH2:9][C@H:10]1[O:18][C@H:17]2[C@H:13]([N:14]=[C:15]([N:19]([CH3:23])[C:20](=[O:22])[O-:21])[S:16]2)[C@@H:12]([OH:24])[C@@H:11]1[OH:25])([C:4]([CH3:7])([CH3:6])[CH3:5])([CH3:3])[CH3:2].[H-].[Na+].Br[CH2:29][C:30]1[CH:35]=[CH:34][C:33]([O:36][CH3:37])=[CH:32][CH:31]=1. Product: [Si:1]([O:8][CH2:9][C@H:10]1[O:18][C@H:17]2[C@H:13]([N:14]=[C:15]([N:19]([CH3:23])[C:20](=[O:21])[O:22][C:4]([CH3:7])([CH3:6])[CH3:5])[S:16]2)[C@@H:12]([O:24][CH2:29][C:30]2[CH:35]=[CH:34][C:33]([O:36][CH3:37])=[CH:32][CH:31]=2)[C@@H:11]1[O:25][CH2:29][C:30]1[CH:35]=[CH:34][C:33]([O:36][CH3:37])=[CH:32][CH:31]=1)([C:4]([CH3:7])([CH3:5])[CH3:6])([CH3:2])[CH3:3]. The catalyst class is: 3. (6) Reactant: [N+:1]([C:4]1[CH:5]=[C:6]2[C:11](=[CH:12][CH:13]=1)[NH:10][C:9](=O)[CH2:8][CH2:7]2)([O-:3])=[O:2].B.C1COCC1. Product: [N+:1]([C:4]1[CH:5]=[C:6]2[C:11](=[CH:12][CH:13]=1)[NH:10][CH2:9][CH2:8][CH2:7]2)([O-:3])=[O:2]. The catalyst class is: 1. (7) Reactant: [CH2:1]([C:8]1[CH:9]=[C:10]([C:14](=[O:16])[CH3:15])[CH:11]=[CH:12][CH:13]=1)[C:2]1[CH:7]=[CH:6][CH:5]=[CH:4][CH:3]=1.[Li]N(C(C)C)C(C)C.[C:25]([N:44]1[CH:48]=[CH:47][N:46]=[C:45]1[CH:49]=[O:50])([C:38]1[CH:43]=[CH:42][CH:41]=[CH:40][CH:39]=1)([C:32]1[CH:37]=[CH:36][CH:35]=[CH:34][CH:33]=1)[C:26]1[CH:31]=[CH:30][CH:29]=[CH:28][CH:27]=1. Product: [CH2:1]([C:8]1[CH:9]=[C:10]([C:14](=[O:16])[CH2:15][CH:49]([OH:50])[C:45]2[N:44]([C:25]([C:26]3[CH:31]=[CH:30][CH:29]=[CH:28][CH:27]=3)([C:38]3[CH:39]=[CH:40][CH:41]=[CH:42][CH:43]=3)[C:32]3[CH:33]=[CH:34][CH:35]=[CH:36][CH:37]=3)[CH:48]=[CH:47][N:46]=2)[CH:11]=[CH:12][CH:13]=1)[C:2]1[CH:3]=[CH:4][CH:5]=[CH:6][CH:7]=1. The catalyst class is: 1. (8) Reactant: O.[OH-].[Li+].C[O:5][C:6](=[O:32])[C:7]([CH3:31])([CH3:30])[CH2:8][N:9]1[C:13]2[CH:14]=[CH:15][CH:16]=[CH:17][C:12]=2[N:11]([CH2:18][C:19]2[C:20]3[C:27]([CH3:28])=[CH:26][CH:25]=[CH:24][C:21]=3[S:22][CH:23]=2)[C:10]1=[O:29].Cl. Product: [CH3:30][C:7]([CH3:31])([CH2:8][N:9]1[C:13]2[CH:14]=[CH:15][CH:16]=[CH:17][C:12]=2[N:11]([CH2:18][C:19]2[C:20]3[C:27]([CH3:28])=[CH:26][CH:25]=[CH:24][C:21]=3[S:22][CH:23]=2)[C:10]1=[O:29])[C:6]([OH:32])=[O:5]. The catalyst class is: 127. (9) Reactant: [F:1][C:2]1[CH:10]=[CH:9][C:8]([N:11]([CH3:20])[S:12]([C:15]2[S:16][CH:17]=[CH:18][CH:19]=2)(=[O:14])=[O:13])=[C:7]2[C:3]=1[CH:4]=[C:5]([C:25]1[S:26][CH:27]=[CH:28][N:29]=1)[N:6]2OCOC.Cl.O1CCCC1.C(O)C. Product: [F:1][C:2]1[CH:10]=[CH:9][C:8]([N:11]([CH3:20])[S:12]([C:15]2[S:16][CH:17]=[CH:18][CH:19]=2)(=[O:13])=[O:14])=[C:7]2[C:3]=1[CH:4]=[C:5]([C:25]1[S:26][CH:27]=[CH:28][N:29]=1)[NH:6]2. The catalyst class is: 13. (10) Reactant: [NH2:1][C:2]1[S:3][CH:4]=[C:5]([C:7]2[CH:12]=[CH:11][CH:10]=[CH:9][CH:8]=2)[N:6]=1.[C:13]([N:21]=[C:22]=[S:23])(=[O:20])[C:14]1[CH:19]=[CH:18][CH:17]=[CH:16][CH:15]=1. Product: [C:7]1([C:5]2[N:6]=[C:2]([NH:1][C:22]([NH:21][C:13](=[O:20])[C:14]3[CH:15]=[CH:16][CH:17]=[CH:18][CH:19]=3)=[S:23])[S:3][CH:4]=2)[CH:12]=[CH:11][CH:10]=[CH:9][CH:8]=1. The catalyst class is: 21.